From a dataset of Forward reaction prediction with 1.9M reactions from USPTO patents (1976-2016). Predict the product of the given reaction. Given the reactants [F:1][C:2]1[CH:38]=[C:37]([F:39])[CH:36]=[CH:35][C:3]=1[CH2:4][N:5]([CH2:28][CH2:29][CH2:30][CH2:31][CH2:32][CH2:33][CH3:34])[C:6](=[O:27])[CH2:7][CH2:8][C:9]1[CH:14]=[CH:13][C:12]([S:15][CH2:16][C:17]2[CH:26]=[CH:25][CH:24]=[CH:23][C:18]=2[C:19]([O:21]C)=[O:20])=[CH:11][CH:10]=1.[OH-].[K+].CCOC(C)=O, predict the reaction product. The product is: [F:1][C:2]1[CH:38]=[C:37]([F:39])[CH:36]=[CH:35][C:3]=1[CH2:4][N:5]([CH2:28][CH2:29][CH2:30][CH2:31][CH2:32][CH2:33][CH3:34])[C:6](=[O:27])[CH2:7][CH2:8][C:9]1[CH:10]=[CH:11][C:12]([S:15][CH2:16][C:17]2[CH:26]=[CH:25][CH:24]=[CH:23][C:18]=2[C:19]([OH:21])=[O:20])=[CH:13][CH:14]=1.